From a dataset of Peptide-MHC class II binding affinity with 134,281 pairs from IEDB. Regression. Given a peptide amino acid sequence and an MHC pseudo amino acid sequence, predict their binding affinity value. This is MHC class II binding data. (1) The peptide sequence is EYIEAAKWLLPPPKV. The MHC is HLA-DPA10201-DPB11401 with pseudo-sequence HLA-DPA10201-DPB11401. The binding affinity (normalized) is 0.478. (2) The peptide sequence is TLWQRPLVTIKIGGQLTEAL. The MHC is DRB1_0301 with pseudo-sequence DRB1_0301. The binding affinity (normalized) is 0.217. (3) The peptide sequence is KKLLCDIGESSSSSVTE. The MHC is HLA-DQA10201-DQB10402 with pseudo-sequence HLA-DQA10201-DQB10402. The binding affinity (normalized) is 0.226.